The task is: Predict the reaction yield, written as a fraction of the theoretical maximum amount of product (1.0 means a 100% yield; for example, 0.34 means a 34% yield).. This data is from Reaction yield outcomes from USPTO patents with 853,638 reactions. (1) The reactants are [F:1][C:2]1[CH:3]=[C:4]([C:8]2[S:9][C:10]([NH:14][CH3:15])=[C:11]([CH3:13])[N:12]=2)[CH:5]=[N:6][CH:7]=1.[N:16]([CH:19]1[CH2:21][CH2:20]1)=[C:17]=[S:18]. The catalyst is O1CCOCC1. The product is [CH:19]1([NH:16][C:17](=[S:18])[N:14]([C:10]2[S:9][C:8]([C:4]3[CH:5]=[N:6][CH:7]=[C:2]([F:1])[CH:3]=3)=[N:12][C:11]=2[CH3:13])[CH3:15])[CH2:21][CH2:20]1. The yield is 0.730. (2) The reactants are Cl.[NH2:2][OH:3].C(N(CC)CC)C.[Cl:11][C:12]1[CH:19]=[C:18]([O:20][CH2:21][C@@H:22]2[CH2:26][O:25][C:24]([CH3:28])([CH3:27])[O:23]2)[C:17]([Cl:29])=[CH:16][C:13]=1[C:14]#[N:15]. The catalyst is C(O)C. The product is [Cl:11][C:12]1[CH:19]=[C:18]([O:20][CH2:21][C@@H:22]2[CH2:26][O:25][C:24]([CH3:27])([CH3:28])[O:23]2)[C:17]([Cl:29])=[CH:16][C:13]=1/[C:14](=[N:2]/[OH:3])/[NH2:15]. The yield is 0.988.